This data is from Full USPTO retrosynthesis dataset with 1.9M reactions from patents (1976-2016). The task is: Predict the reactants needed to synthesize the given product. Given the product [CH2:30]([N:32]([CH2:22][CH2:21][CH2:20][C:19]#[C:18][C:16]1[CH:15]=[CH:14][C:13]2[C:9]([C:6]3[CH:7]=[CH:8][C:3]([C:2]([F:29])([F:1])[F:28])=[CH:4][CH:5]=3)=[N:10][S:11][C:12]=2[CH:17]=1)[CH2:33][CH2:34][OH:35])[CH3:31], predict the reactants needed to synthesize it. The reactants are: [F:1][C:2]([F:29])([F:28])[C:3]1[CH:8]=[CH:7][C:6]([C:9]2[C:13]3[CH:14]=[CH:15][C:16]([C:18]#[C:19][CH2:20][CH2:21][CH2:22]OS(C)(=O)=O)=[CH:17][C:12]=3[S:11][N:10]=2)=[CH:5][CH:4]=1.[CH2:30]([NH:32][CH2:33][CH2:34][OH:35])[CH3:31].